Dataset: NCI-60 drug combinations with 297,098 pairs across 59 cell lines. Task: Regression. Given two drug SMILES strings and cell line genomic features, predict the synergy score measuring deviation from expected non-interaction effect. (1) Cell line: HCT-15. Drug 1: CC1C(C(CC(O1)OC2CC(CC3=C2C(=C4C(=C3O)C(=O)C5=C(C4=O)C(=CC=C5)OC)O)(C(=O)C)O)N)O.Cl. Synergy scores: CSS=49.3, Synergy_ZIP=1.16, Synergy_Bliss=0.301, Synergy_Loewe=-10.9, Synergy_HSA=0.510. Drug 2: CN(CC1=CN=C2C(=N1)C(=NC(=N2)N)N)C3=CC=C(C=C3)C(=O)NC(CCC(=O)O)C(=O)O. (2) Drug 1: CN1CCC(CC1)COC2=C(C=C3C(=C2)N=CN=C3NC4=C(C=C(C=C4)Br)F)OC. Drug 2: CNC(=O)C1=CC=CC=C1SC2=CC3=C(C=C2)C(=NN3)C=CC4=CC=CC=N4. Cell line: SR. Synergy scores: CSS=58.1, Synergy_ZIP=-0.525, Synergy_Bliss=-3.31, Synergy_Loewe=-28.8, Synergy_HSA=-3.22. (3) Drug 1: C1=CC(=CC=C1C#N)C(C2=CC=C(C=C2)C#N)N3C=NC=N3. Drug 2: CC1=C(C(CCC1)(C)C)C=CC(=CC=CC(=CC(=O)O)C)C. Cell line: A498. Synergy scores: CSS=-0.812, Synergy_ZIP=0.308, Synergy_Bliss=0.219, Synergy_Loewe=-4.70, Synergy_HSA=-4.55. (4) Drug 1: C#CCC(CC1=CN=C2C(=N1)C(=NC(=N2)N)N)C3=CC=C(C=C3)C(=O)NC(CCC(=O)O)C(=O)O. Drug 2: C1C(C(OC1N2C=NC3=C2NC=NCC3O)CO)O. Cell line: MOLT-4. Synergy scores: CSS=10.4, Synergy_ZIP=-6.26, Synergy_Bliss=-3.97, Synergy_Loewe=1.37, Synergy_HSA=1.00. (5) Drug 1: C1=NC(=NC(=O)N1C2C(C(C(O2)CO)O)O)N. Drug 2: CC(C)CN1C=NC2=C1C3=CC=CC=C3N=C2N. Cell line: 786-0. Synergy scores: CSS=7.09, Synergy_ZIP=-6.64, Synergy_Bliss=-1.06, Synergy_Loewe=-3.47, Synergy_HSA=-3.93. (6) Drug 1: CCC1(CC2CC(C3=C(CCN(C2)C1)C4=CC=CC=C4N3)(C5=C(C=C6C(=C5)C78CCN9C7C(C=CC9)(C(C(C8N6C=O)(C(=O)OC)O)OC(=O)C)CC)OC)C(=O)OC)O.OS(=O)(=O)O. Drug 2: CC1CCC2CC(C(=CC=CC=CC(CC(C(=O)C(C(C(=CC(C(=O)CC(OC(=O)C3CCCCN3C(=O)C(=O)C1(O2)O)C(C)CC4CCC(C(C4)OC)O)C)C)O)OC)C)C)C)OC. Cell line: M14. Synergy scores: CSS=16.2, Synergy_ZIP=2.88, Synergy_Bliss=0.774, Synergy_Loewe=-4.75, Synergy_HSA=1.14. (7) Drug 1: C1C(C(OC1N2C=NC3=C2NC=NCC3O)CO)O. Drug 2: CC12CCC3C(C1CCC2OP(=O)(O)O)CCC4=C3C=CC(=C4)OC(=O)N(CCCl)CCCl.[Na+]. Cell line: NCI-H522. Synergy scores: CSS=3.35, Synergy_ZIP=7.04, Synergy_Bliss=5.39, Synergy_Loewe=0.230, Synergy_HSA=0.468.